Dataset: NCI-60 drug combinations with 297,098 pairs across 59 cell lines. Task: Regression. Given two drug SMILES strings and cell line genomic features, predict the synergy score measuring deviation from expected non-interaction effect. Drug 2: CC1=C(C=C(C=C1)NC2=NC=CC(=N2)N(C)C3=CC4=NN(C(=C4C=C3)C)C)S(=O)(=O)N.Cl. Cell line: SK-OV-3. Synergy scores: CSS=0.648, Synergy_ZIP=-0.100, Synergy_Bliss=3.39, Synergy_Loewe=-2.86, Synergy_HSA=1.32. Drug 1: CC(C1=C(C=CC(=C1Cl)F)Cl)OC2=C(N=CC(=C2)C3=CN(N=C3)C4CCNCC4)N.